This data is from Reaction yield outcomes from USPTO patents with 853,638 reactions. The task is: Predict the reaction yield, written as a fraction of the theoretical maximum amount of product (1.0 means a 100% yield; for example, 0.34 means a 34% yield). (1) The reactants are Br[C:2]1[C:3]([NH:9][CH:10]2[CH2:14][CH2:13][CH2:12][CH2:11]2)=[N:4][C:5]([Cl:8])=[N:6][CH:7]=1.ClCCl.CCN(CC)CC.[CH2:25]([O:27][CH:28]([O:31][CH2:32][CH3:33])[C:29]#[CH:30])[CH3:26]. The catalyst is C1COCC1.C1C=CC(P(C2C=CC=CC=2)[C-]2C=CC=C2)=CC=1.C1C=CC(P(C2C=CC=CC=2)[C-]2C=CC=C2)=CC=1.Cl[Pd]Cl.[Fe+2].[Cu]I. The product is [Cl:8][C:5]1[N:4]=[C:3]([NH:9][CH:10]2[CH2:14][CH2:13][CH2:12][CH2:11]2)[C:2]([C:30]#[C:29][CH:28]([O:31][CH2:32][CH3:33])[O:27][CH2:25][CH3:26])=[CH:7][N:6]=1. The yield is 0.540. (2) The reactants are [F:1][C:2]1[CH:7]=[CH:6][C:5]([N:8]([CH2:12][C:13]2[S:17][C:16]([C:18]3[CH:25]=[CH:24][C:21]([CH:22]=O)=[CH:20][CH:19]=3)=[CH:15][CH:14]=2)[CH:9]([CH3:11])[CH3:10])=[CH:4][CH:3]=1.Cl.[NH:27]([CH2:29][C:30]([OH:32])=[O:31])[CH3:28].[CH3:33]CN(C(C)C)C(C)C.[BH-](OC(C)=O)(OC(C)=O)OC(C)=O.[Na+]. The catalyst is ClCCCl.CC(O)=O.C(Cl)Cl. The product is [CH3:33][O:31][C:30](=[O:32])[CH2:29][N:27]([CH2:22][C:21]1[CH:24]=[CH:25][C:18]([C:16]2[S:17][C:13]([CH2:12][N:8]([C:5]3[CH:6]=[CH:7][C:2]([F:1])=[CH:3][CH:4]=3)[CH:9]([CH3:11])[CH3:10])=[CH:14][CH:15]=2)=[CH:19][CH:20]=1)[CH3:28]. The yield is 1.00. (3) The reactants are ClC1C=CC=C(C(OO)=[O:9])C=1.C(Cl)(Cl)Cl.[CH:16]([C:20]1[C:21]([NH:33][CH2:34][C:35]([F:38])([F:37])[F:36])=[N:22][C:23]([N:28]2[CH:32]=[CH:31][CH:30]=[N:29]2)=[N:24][C:25]=1[S:26][CH3:27])([CH2:18][CH3:19])[CH3:17].[OH2:39]. No catalyst specified. The product is [CH:16]([C:20]1[C:21]([NH:33][CH2:34][C:35]([F:37])([F:38])[F:36])=[N:22][C:23]([N:28]2[CH:32]=[CH:31][CH:30]=[N:29]2)=[N:24][C:25]=1[S:26]([CH3:27])(=[O:9])=[O:39])([CH2:18][CH3:19])[CH3:17]. The yield is 0.793.